From a dataset of NCI-60 drug combinations with 297,098 pairs across 59 cell lines. Regression. Given two drug SMILES strings and cell line genomic features, predict the synergy score measuring deviation from expected non-interaction effect. (1) Drug 1: CC(C)(C#N)C1=CC(=CC(=C1)CN2C=NC=N2)C(C)(C)C#N. Drug 2: CN(CCCl)CCCl.Cl. Cell line: OVCAR-8. Synergy scores: CSS=4.87, Synergy_ZIP=-2.77, Synergy_Bliss=-0.170, Synergy_Loewe=-1.28, Synergy_HSA=-0.850. (2) Drug 2: C1=CC(=CC=C1CC(C(=O)O)N)N(CCCl)CCCl.Cl. Cell line: HL-60(TB). Synergy scores: CSS=30.6, Synergy_ZIP=5.60, Synergy_Bliss=0.165, Synergy_Loewe=-38.1, Synergy_HSA=-7.98. Drug 1: C1CCC(C1)C(CC#N)N2C=C(C=N2)C3=C4C=CNC4=NC=N3. (3) Drug 1: COC1=NC(=NC2=C1N=CN2C3C(C(C(O3)CO)O)O)N. Drug 2: CC(C)NC(=O)C1=CC=C(C=C1)CNNC.Cl. Cell line: SN12C. Synergy scores: CSS=-12.0, Synergy_ZIP=10.7, Synergy_Bliss=-1.60, Synergy_Loewe=-10.5, Synergy_HSA=-9.72. (4) Drug 1: C1=C(C(=O)NC(=O)N1)F. Drug 2: C(=O)(N)NO. Cell line: CAKI-1. Synergy scores: CSS=38.1, Synergy_ZIP=5.34, Synergy_Bliss=7.68, Synergy_Loewe=9.84, Synergy_HSA=12.7. (5) Drug 1: CN(C)N=NC1=C(NC=N1)C(=O)N. Drug 2: CN(CC1=CN=C2C(=N1)C(=NC(=N2)N)N)C3=CC=C(C=C3)C(=O)NC(CCC(=O)O)C(=O)O. Cell line: OVCAR-8. Synergy scores: CSS=11.2, Synergy_ZIP=-8.07, Synergy_Bliss=-2.75, Synergy_Loewe=-23.0, Synergy_HSA=-4.80.